From a dataset of Reaction yield outcomes from USPTO patents with 853,638 reactions. Predict the reaction yield, written as a fraction of the theoretical maximum amount of product (1.0 means a 100% yield; for example, 0.34 means a 34% yield). The reactants are [OH-].[K+].[CH3:3][C@@H:4]1[CH2:8][CH2:7][C:6](=O)[CH:5]1[C:10]([O:12]CC)=O.[NH2:15][C:16]([NH2:18])=[S:17]. The catalyst is O.C(O)C. The product is [SH:17][C:16]1[N:15]=[C:10]([OH:12])[C:5]2[C@H:4]([CH3:3])[CH2:8][CH2:7][C:6]=2[N:18]=1. The yield is 0.560.